From a dataset of Forward reaction prediction with 1.9M reactions from USPTO patents (1976-2016). Predict the product of the given reaction. (1) Given the reactants [CH2:1]=O.[S:3](=[O:6])([OH:5])[O-:4].[Na+:7].[C:8]([NH2:12])([CH3:11])([CH3:10])[CH3:9], predict the reaction product. The product is: [C:8]([NH:12][CH2:1][S:3]([O-:5])(=[O:4])=[O:6])([CH3:11])([CH3:10])[CH3:9].[Na+:7]. (2) Given the reactants [Cl:1][C:2]1[CH:9]=[C:8]([N+:10]([O-:12])=[O:11])[CH:7]=[CH:6][C:3]=1[CH2:4]Cl.[CH3:13][CH:14]1[CH2:19][CH2:18][NH:17][CH2:16][CH2:15]1, predict the reaction product. The product is: [Cl:1][C:2]1[CH:9]=[C:8]([N+:10]([O-:12])=[O:11])[CH:7]=[CH:6][C:3]=1[CH2:4][N:17]1[CH2:18][CH2:19][CH:14]([CH3:13])[CH2:15][CH2:16]1. (3) The product is: [CH3:21][O:11][N:3]1[C:2]([CH3:12])([CH3:1])[CH2:7][CH:6]([OH:8])[CH2:5][C:4]1([CH3:10])[CH3:9]. Given the reactants [CH3:1][C:2]1([CH3:12])[CH2:7][CH:6]([OH:8])[CH2:5][C:4]([CH3:10])([CH3:9])[NH+:3]1[O-:11].OO.Cl.S(=O)(O)[O-].[Na+].[C:21](=O)([O-])O.[K+], predict the reaction product. (4) Given the reactants [CH2:1]([N:3]1[C:7]2=[N:8][C:9]([CH2:32][CH3:33])=[C:10]([CH2:19][NH:20][C:21]([C:23]3[CH:24]=[C:25]([CH:29]=[CH:30][CH:31]=3)[C:26]([OH:28])=O)=[O:22])[C:11]([NH:12][CH:13]3[CH2:18][CH2:17][O:16][CH2:15][CH2:14]3)=[C:6]2[CH:5]=[N:4]1)[CH3:2].[Br:34][C:35]1[CH:36]=[C:37]([CH2:43]N)[CH:38]=[C:39]([O:41][CH3:42])[CH:40]=1.C[N:46](C(ON1N=NC2C=CC=CC1=2)=[N+](C)C)C.F[P-](F)(F)(F)(F)F.CCN(CC)CC, predict the reaction product. The product is: [Br:34][C:35]1[CH:36]=[C:37]([CH2:43][N:20]([CH2:19][C:10]2[C:11]([NH:12][CH:13]3[CH2:18][CH2:17][O:16][CH2:15][CH2:14]3)=[C:6]3[CH:5]=[N:4][N:3]([CH2:1][CH3:2])[C:7]3=[N:8][C:9]=2[CH2:32][CH3:33])[C:21]([C:23]2[CH:31]=[CH:30][CH:29]=[C:25]([C:26]([NH2:46])=[O:28])[CH:24]=2)=[O:22])[CH:38]=[C:39]([O:41][CH3:42])[CH:40]=1. (5) The product is: [CH3:1][O:2][C:3](=[O:12])[C:4]1[CH:9]=[CH:8][C:7]([I:10])=[C:6]([NH:11][S:14]([CH3:13])(=[O:16])=[O:15])[CH:5]=1. Given the reactants [CH3:1][O:2][C:3](=[O:12])[C:4]1[CH:9]=[CH:8][C:7]([I:10])=[C:6]([NH2:11])[CH:5]=1.[CH3:13][S:14](Cl)(=[O:16])=[O:15].COC(=O)C1C=CC(NS(C)(=O)=O)=C(I)C=1, predict the reaction product. (6) Given the reactants C[Si](C=[N+]=[N-])(C)C.C(O[C:13]([NH:15][CH:16]([CH:21]1[CH2:25][CH2:24][CH2:23][CH2:22]1)[CH2:17][C:18]([OH:20])=[O:19])=O)(C)(C)C.[F:26][C:27]1[CH:34]=[CH:33][C:30](C=O)=[CH:29][CH:28]=1.[C:35]([O-])(=O)C.[Na+].C([BH3-])#N.[Na+], predict the reaction product. The product is: [CH3:35][O:20][C:18](=[O:19])[CH2:17][CH:16]([CH:21]1[CH2:22][CH2:23][CH2:24][CH2:25]1)[NH:15][CH2:13][C:30]1[CH:33]=[CH:34][C:27]([F:26])=[CH:28][CH:29]=1. (7) Given the reactants Br[CH2:2][C:3]1[CH:24]=[CH:23][C:6]([C:7]([NH:9][C:10]2[CH:15]=[CH:14][C:13]([Cl:16])=[C:12]([C:17]3[CH:22]=[CH:21][CH:20]=[CH:19][N:18]=3)[CH:11]=2)=[O:8])=[CH:5][CH:4]=1.[NH:25]1[CH:29]=[N:28][CH:27]=[N:26]1, predict the reaction product. The product is: [N:25]1([CH2:2][C:3]2[CH:24]=[CH:23][C:6]([C:7]([NH:9][C:10]3[CH:15]=[CH:14][C:13]([Cl:16])=[C:12]([C:17]4[CH:22]=[CH:21][CH:20]=[CH:19][N:18]=4)[CH:11]=3)=[O:8])=[CH:5][CH:4]=2)[CH:29]=[N:28][CH:27]=[N:26]1.